From a dataset of Full USPTO retrosynthesis dataset with 1.9M reactions from patents (1976-2016). Predict the reactants needed to synthesize the given product. (1) Given the product [OH:40][C:34]1([CH3:33])[CH2:39][CH2:38][N:37]([CH2:6][CH2:7][CH2:8][O:9][C:10]2[CH:15]=[CH:14][C:13]([C:16]3[CH:25]=[C:20]4[N:21]([CH3:24])[N:22]=[N:23][C:19]4=[C:18]([C:26]#[N:27])[N:42]=3)=[CH:12][C:11]=2[C:28]([F:29])([F:30])[F:31])[CH2:36][CH2:35]1, predict the reactants needed to synthesize it. The reactants are: CS(O[CH2:6][CH2:7][CH2:8][O:9][C:10]1[CH:15]=[CH:14][C:13]([C:16]2C=[C:18]([C:26]#[N:27])[C:19]3[N:23]=[N:22][N:21]([CH3:24])[C:20]=3[CH:25]=2)=[CH:12][C:11]=1[C:28]([F:31])([F:30])[F:29])(=O)=O.Cl.[CH3:33][C:34]1([OH:40])[CH2:39][CH2:38][NH:37][CH2:36][CH2:35]1.C[N:42]1C(=O)CCC1. (2) The reactants are: [C:1]([O:5][C:6]([NH:8][CH2:9][C@H:10]1[CH2:15][CH2:14][C@H:13]([C:16]([NH:18][C@H:19]([C:37](=[O:49])[NH:38][C:39]2[CH:47]=[C:46]3[C:42]([C:43](=[O:48])[NH:44][NH:45]3)=[CH:41][CH:40]=2)[CH2:20][C:21]2[CH:26]=[CH:25][C:24]([C:27]3[CH:32]=[CH:31][C:30]([C:33](O)=[O:34])=[CH:29][C:28]=3[CH3:36])=[CH:23][CH:22]=2)=[O:17])[CH2:12][CH2:11]1)=[O:7])([CH3:4])([CH3:3])[CH3:2].[NH2:50][CH:51]1[CH2:56][CH2:55][N:54]([C:57]([O:59][C:60]([CH3:63])([CH3:62])[CH3:61])=[O:58])[CH2:53][CH2:52]1.F[P-](F)(F)(F)(F)F.CN(C(ON1C2=NC=CC=C2N=N1)=[N+](C)C)C.C(N(CC)C(C)C)(C)C. Given the product [C:1]([O:5][C:6]([NH:8][CH2:9][C@H:10]1[CH2:15][CH2:14][C@H:13]([C:16]([NH:18][C@H:19]([C:37](=[O:49])[NH:38][C:39]2[CH:47]=[C:46]3[C:42]([C:43](=[O:48])[NH:44][NH:45]3)=[CH:41][CH:40]=2)[CH2:20][C:21]2[CH:26]=[CH:25][C:24]([C:27]3[CH:32]=[CH:31][C:30]([C:33]([NH:50][CH:51]4[CH2:52][CH2:53][N:54]([C:57]([O:59][C:60]([CH3:63])([CH3:62])[CH3:61])=[O:58])[CH2:55][CH2:56]4)=[O:34])=[CH:29][C:28]=3[CH3:36])=[CH:23][CH:22]=2)=[O:17])[CH2:12][CH2:11]1)=[O:7])([CH3:4])([CH3:2])[CH3:3], predict the reactants needed to synthesize it. (3) The reactants are: [N:1]1([C:5]2[CH:10]=[C:9]([Cl:11])[CH:8]=[CH:7][C:6]=2[CH2:12][N:13]2[CH2:18][CH2:17][N:16](C(OC(C)(C)C)=O)[CH2:15][CH2:14]2)[CH2:4][CH2:3][CH2:2]1.FC(F)(F)C(O)=O. Given the product [N:1]1([C:5]2[CH:10]=[C:9]([Cl:11])[CH:8]=[CH:7][C:6]=2[CH2:12][N:13]2[CH2:14][CH2:15][NH:16][CH2:17][CH2:18]2)[CH2:4][CH2:3][CH2:2]1, predict the reactants needed to synthesize it. (4) Given the product [CH:33]1([C:31]([NH:30][C:26]2[CH:25]=[C:24]([O:23][C:20]3[CH:19]=[CH:18][C:17]([NH:16][C:11]([NH:9][C:7]([CH:4]4[CH2:5][CH2:6][O:1][CH2:2][CH2:3]4)=[O:8])=[O:12])=[N:22][CH:21]=3)[CH:29]=[CH:28][N:27]=2)=[O:32])[CH2:34][CH2:35]1, predict the reactants needed to synthesize it. The reactants are: [O:1]1[CH2:6][CH2:5][CH:4]([C:7]([NH2:9])=[O:8])[CH2:3][CH2:2]1.C(Cl)(=O)[C:11](Cl)=[O:12].[NH2:16][C:17]1[N:22]=[CH:21][C:20]([O:23][C:24]2[CH:29]=[CH:28][N:27]=[C:26]([NH:30][C:31]([CH:33]3[CH2:35][CH2:34]3)=[O:32])[CH:25]=2)=[CH:19][CH:18]=1.O. (5) Given the product [ClH:18].[CH3:30][O:29][C:26]1[CH:27]=[C:28]2[C:23](=[CH:24][C:25]=1[O:31][CH3:32])[N:22]=[CH:21][CH:20]=[C:19]2[O:17][C:4]1[CH:3]=[C:2]([CH3:1])[C:7]([CH3:8])=[CH:6][C:5]=1[C:9]([C:11]1[CH:16]=[CH:15][CH:14]=[CH:13][CH:12]=1)=[O:10], predict the reactants needed to synthesize it. The reactants are: [CH3:1][C:2]1[C:7]([CH3:8])=[CH:6][C:5]([C:9]([C:11]2[CH:16]=[CH:15][CH:14]=[CH:13][CH:12]=2)=[O:10])=[C:4]([OH:17])[CH:3]=1.[Cl:18][C:19]1[C:28]2[C:23](=[CH:24][C:25]([O:31][CH3:32])=[C:26]([O:29][CH3:30])[CH:27]=2)[N:22]=[CH:21][CH:20]=1. (6) Given the product [N+:11]([C:2]1[C:3]2=[N:4][O:5][N:6]=[C:7]2[C:8]([O:19][CH2:18][CH2:17][OH:20])=[CH:9][CH:1]=1)([O-:13])=[O:12], predict the reactants needed to synthesize it. The reactants are: [CH:1]1[CH:9]=[C:8](Cl)[C:7]2[C:3](=[N:4][O:5][N:6]=2)[C:2]=1[N+:11]([O-:13])=[O:12].[OH-].[Na+].Cl.[CH2:17]([OH:20])[CH2:18][OH:19]. (7) The reactants are: [CH3:1][CH:2]1[NH:7][CH:6]([CH3:8])[CH2:5][N:4]([C:9]2[C:13]([O:14][CH2:15][C:16]3[CH:21]=[CH:20][N:19]=[CH:18][CH:17]=3)=[N:12][S:11][N:10]=2)[CH2:3]1.ClCCl.C(N(CC)CC)C.[N:32]([C:35]1[CH:40]=[C:39]([C:41]([F:44])([F:43])[F:42])[CH:38]=[C:37]([C:45]([F:48])([F:47])[F:46])[CH:36]=1)=[C:33]=[O:34]. Given the product [F:42][C:41]([F:43])([F:44])[C:39]1[CH:40]=[C:35]([NH:32][C:33]([N:7]2[CH:6]([CH3:8])[CH2:5][N:4]([C:9]3[C:13]([O:14][CH2:15][C:16]4[CH:21]=[CH:20][N:19]=[CH:18][CH:17]=4)=[N:12][S:11][N:10]=3)[CH2:3][CH:2]2[CH3:1])=[O:34])[CH:36]=[C:37]([C:45]([F:48])([F:46])[F:47])[CH:38]=1, predict the reactants needed to synthesize it. (8) Given the product [C:23]([C:22]1[N:13]([CH2:14][CH:15]([O:19][CH2:20][CH3:21])[O:16][CH2:17][CH3:18])[C:11](=[O:12])[C:10]2[C:9]([C:1]=1[C:2]1[CH:7]=[CH:6][CH:5]=[CH:4][CH:3]=1)=[CH:28][C:27]([O:29][CH3:30])=[CH:26][CH:25]=2)#[N:24], predict the reactants needed to synthesize it. The reactants are: [C:1]([C:9]1[CH:28]=[C:27]([O:29][CH3:30])[CH:26]=[CH:25][C:10]=1[C:11]([N:13]([CH2:22][C:23]#[N:24])[CH2:14][CH:15]([O:19][CH2:20][CH3:21])[O:16][CH2:17][CH3:18])=[O:12])(=O)[C:2]1[CH:7]=[CH:6][CH:5]=[CH:4][CH:3]=1.C[O-].[Na+]. (9) Given the product [NH2:15][C:14]([C:8]1([NH:7][C:6](=[O:37])[O:5][C:1]([CH3:4])([CH3:3])[CH3:2])[CH2:13][CH2:12][O:11][CH2:10][CH2:9]1)=[O:41], predict the reactants needed to synthesize it. The reactants are: [C:1]([O:5][C:6](=[O:37])[NH:7][C:8]1([C:14]2N=C(C(NCC3C=CC(F)=CC=3S(C)(=O)=O)=O)C(O)=C(O)[N:15]=2)[CH2:13][CH2:12][O:11][CH2:10][CH2:9]1)([CH3:4])([CH3:3])[CH3:2].FC(F)(F)C(O)=[O:41].